From a dataset of NCI-60 drug combinations with 297,098 pairs across 59 cell lines. Regression. Given two drug SMILES strings and cell line genomic features, predict the synergy score measuring deviation from expected non-interaction effect. (1) Drug 1: CC1=C(C=C(C=C1)NC2=NC=CC(=N2)N(C)C3=CC4=NN(C(=C4C=C3)C)C)S(=O)(=O)N.Cl. Drug 2: C1CC(=O)NC(=O)C1N2CC3=C(C2=O)C=CC=C3N. Cell line: MCF7. Synergy scores: CSS=2.66, Synergy_ZIP=0.226, Synergy_Bliss=1.77, Synergy_Loewe=-0.224, Synergy_HSA=-1.06. (2) Drug 1: CC1CCC2CC(C(=CC=CC=CC(CC(C(=O)C(C(C(=CC(C(=O)CC(OC(=O)C3CCCCN3C(=O)C(=O)C1(O2)O)C(C)CC4CCC(C(C4)OC)O)C)C)O)OC)C)C)C)OC. Drug 2: CN(CCCl)CCCl.Cl. Cell line: CCRF-CEM. Synergy scores: CSS=51.6, Synergy_ZIP=-6.46, Synergy_Bliss=-0.911, Synergy_Loewe=-2.69, Synergy_HSA=0.639. (3) Drug 1: C1C(C(OC1N2C=NC3=C(N=C(N=C32)Cl)N)CO)O. Drug 2: CN(C(=O)NC(C=O)C(C(C(CO)O)O)O)N=O. Cell line: MOLT-4. Synergy scores: CSS=49.6, Synergy_ZIP=-3.70, Synergy_Bliss=-7.54, Synergy_Loewe=-29.6, Synergy_HSA=-7.47. (4) Drug 1: CC=C1C(=O)NC(C(=O)OC2CC(=O)NC(C(=O)NC(CSSCCC=C2)C(=O)N1)C(C)C)C(C)C. Drug 2: C1=CC=C(C(=C1)C(C2=CC=C(C=C2)Cl)C(Cl)Cl)Cl. Cell line: K-562. Synergy scores: CSS=39.9, Synergy_ZIP=3.52, Synergy_Bliss=3.95, Synergy_Loewe=-69.0, Synergy_HSA=-0.519. (5) Drug 1: C1=NC2=C(N=C(N=C2N1C3C(C(C(O3)CO)O)O)F)N. Drug 2: CC1=C(C(=CC=C1)Cl)NC(=O)C2=CN=C(S2)NC3=CC(=NC(=N3)C)N4CCN(CC4)CCO. Cell line: T-47D. Synergy scores: CSS=-5.25, Synergy_ZIP=1.31, Synergy_Bliss=2.27, Synergy_Loewe=-3.80, Synergy_HSA=-2.44.